The task is: Predict which catalyst facilitates the given reaction.. This data is from Catalyst prediction with 721,799 reactions and 888 catalyst types from USPTO. (1) Reactant: [Br:1][C:2]1[C:3]([F:12])=[CH:4][C:5]2[O:9][C:8](=[O:10])[NH:7][C:6]=2[CH:11]=1.[CH3:13]S(C)=O.CI.C(=O)([O-])[O-].[K+].[K+]. Product: [Br:1][C:2]1[C:3]([F:12])=[CH:4][C:5]2[O:9][C:8](=[O:10])[N:7]([CH3:13])[C:6]=2[CH:11]=1. The catalyst class is: 6. (2) Reactant: Br[C:2]1[CH:3]=[C:4]2[C:8](=[CH:9][CH:10]=1)[N:7]([CH3:11])[C:6]([CH2:12][O:13][Si:14]([C:17]([CH3:20])([CH3:19])[CH3:18])([CH3:16])[CH3:15])=[CH:5]2.[Li]CCCC.CON(C)[C:29](=[O:32])[CH2:30][CH3:31]. Product: [Si:14]([O:13][CH2:12][C:6]1[N:7]([CH3:11])[C:8]2[C:4]([CH:5]=1)=[CH:3][C:2]([C:29](=[O:32])[CH2:30][CH3:31])=[CH:10][CH:9]=2)([C:17]([CH3:20])([CH3:19])[CH3:18])([CH3:16])[CH3:15]. The catalyst class is: 1. (3) Reactant: [CH3:1][N:2]1[CH2:7][CH2:6][CH:5]([O:8][C:9]2[CH:10]=[CH:11][C:12]([NH2:21])=[C:13]([C:15]3[CH:20]=[CH:19][CH:18]=[CH:17][CH:16]=3)[CH:14]=2)[CH2:4][CH2:3]1.[C:22]([C:24]1[N:29]=[C:28]([NH:30][CH2:31][CH:32]2[CH2:39][CH2:38][C:35]3([CH2:37][CH2:36]3)[CH2:34][CH2:33]2)[C:27]([C:40](O)=[O:41])=[CH:26][N:25]=1)#[N:23].CCN=C=NCCCN(C)C.Cl.C1C=NC2N(O)N=NC=2C=1. Product: [CH3:1][N:2]1[CH2:3][CH2:4][CH:5]([O:8][C:9]2[CH:10]=[CH:11][C:12]([NH:21][C:40]([C:27]3[C:28]([NH:30][CH2:31][CH:32]4[CH2:39][CH2:38][C:35]5([CH2:37][CH2:36]5)[CH2:34][CH2:33]4)=[N:29][C:24]([C:22]#[N:23])=[N:25][CH:26]=3)=[O:41])=[C:13]([C:15]3[CH:20]=[CH:19][CH:18]=[CH:17][CH:16]=3)[CH:14]=2)[CH2:6][CH2:7]1. The catalyst class is: 3. (4) Reactant: [Cl:1][C:2]1[CH:7]=[CH:6][C:5]([OH:8])=[CH:4][CH:3]=1.[F:9][C:10]1[CH:11]=[C:12](B(O)O)[CH:13]=[CH:14][C:15]=1[C:16]([O:18][CH3:19])=[O:17].C(N(CC)CC)C. Product: [Cl:1][C:2]1[CH:7]=[CH:6][C:5]([O:8][C:12]2[CH:13]=[CH:14][C:15]([C:16]([O:18][CH3:19])=[O:17])=[C:10]([F:9])[CH:11]=2)=[CH:4][CH:3]=1. The catalyst class is: 221. (5) Product: [CH:30]1([CH:7]([CH2:8][NH:9][C:10]([C:12]2[N:13]=[CH:14][C:15]3[C:20]([C:21]=2[OH:22])=[CH:19][CH:18]=[C:17]([O:23][C:24]2[CH:29]=[CH:28][CH:27]=[CH:26][CH:25]=2)[CH:16]=3)=[O:11])[C:6]([OH:33])=[O:5])[CH2:32][CH2:31]1. The catalyst class is: 2. Reactant: C([O:5][C:6](=[O:33])[CH:7]([CH:30]1[CH2:32][CH2:31]1)[CH2:8][NH:9][C:10]([C:12]1[N:13]=[CH:14][C:15]2[C:20]([C:21]=1[OH:22])=[CH:19][CH:18]=[C:17]([O:23][C:24]1[CH:29]=[CH:28][CH:27]=[CH:26][CH:25]=1)[CH:16]=2)=[O:11])(C)(C)C.C(O)(C(F)(F)F)=O.O. (6) Reactant: [OH-].[Na+].O.[CH:4](=[O:9])[CH2:5][CH2:6][CH2:7][CH3:8].[C:10]1(=[O:15])[CH2:14][CH2:13][CH2:12][CH2:11]1. Product: [OH:9][CH:4]([CH:11]1[CH2:12][CH2:13][CH2:14][C:10]1=[O:15])[CH2:5][CH2:6][CH2:7][CH3:8]. The catalyst class is: 81. (7) Reactant: [N:1]1[CH:6]=[CH:5][CH:4]=[C:3]([NH:7][C:8](=[O:15])OCC(Cl)(Cl)Cl)[CH:2]=1.Cl.Cl.[F:18][C:19]1[CH:24]=[CH:23][C:22]([F:25])=[CH:21][C:20]=1[C:26]1[CH:31]=[CH:30][N:29]=[C:28]([N:32]2[CH2:37][CH2:36][NH:35][CH2:34][CH2:33]2)[N:27]=1. Product: [F:18][C:19]1[CH:24]=[CH:23][C:22]([F:25])=[CH:21][C:20]=1[C:26]1[CH:31]=[CH:30][N:29]=[C:28]([N:32]2[CH2:37][CH2:36][N:35]([C:8]([NH:7][C:3]3[CH:2]=[N:1][CH:6]=[CH:5][CH:4]=3)=[O:15])[CH2:34][CH2:33]2)[N:27]=1. The catalyst class is: 188. (8) The catalyst class is: 635. Reactant: [NH2:1][C:2]1[CH:3]=[C:4]2[C:8](=[CH:9][CH:10]=1)[N:7]([CH3:11])[CH:6]=[C:5]2[CH:12]1[CH2:17][CH2:16][CH2:15][N:14]([C:18]([O:20][C:21]([CH3:24])([CH3:23])[CH3:22])=[O:19])[CH2:13]1.[C:25]([C:27]1[CH:32]=[CH:31][N:30]=[C:29]([C:33](Cl)=[O:34])[CH:28]=1)#[N:26].C(OC(=O)C)C. Product: [C:25]([C:27]1[CH:32]=[CH:31][N:30]=[C:29]([C:33]([NH:1][C:2]2[CH:3]=[C:4]3[C:8](=[CH:9][CH:10]=2)[N:7]([CH3:11])[CH:6]=[C:5]3[CH:12]2[CH2:17][CH2:16][CH2:15][N:14]([C:18]([O:20][C:21]([CH3:24])([CH3:23])[CH3:22])=[O:19])[CH2:13]2)=[O:34])[CH:28]=1)#[N:26].